Dataset: Catalyst prediction with 721,799 reactions and 888 catalyst types from USPTO. Task: Predict which catalyst facilitates the given reaction. (1) Reactant: [CH:1]1([N:5]2[CH2:10][CH2:9][CH:8]([CH2:11][CH:12]3[CH2:17][CH2:16][NH:15][CH2:14][CH2:13]3)[CH2:7][CH2:6]2)[CH2:4][CH2:3][CH2:2]1.Br[C:19]1[CH:20]=[N:21][C:22]([C:25]([F:28])([F:27])[F:26])=[N:23][CH:24]=1.C1(P(C2CCCCC2)C2C=CC=CC=2C2C=CC=CC=2N(C)C)CCCCC1.CC(C)([O-])C.[Na+]. Product: [CH:1]1([N:5]2[CH2:6][CH2:7][CH:8]([CH2:11][CH:12]3[CH2:17][CH2:16][N:15]([C:19]4[CH:20]=[N:21][C:22]([C:25]([F:28])([F:27])[F:26])=[N:23][CH:24]=4)[CH2:14][CH2:13]3)[CH2:9][CH2:10]2)[CH2:4][CH2:3][CH2:2]1. The catalyst class is: 12. (2) Reactant: [CH2:1]([C:3]1[CH:11]=[C:10]([CH3:12])[C:9](I)=[CH:8][C:4]=1[C:5]([OH:7])=[O:6])[CH3:2].[Li]CCCC.CN([CH:22]=[O:23])C. Product: [CH2:1]([C:3]1[CH:11]=[C:10]([CH3:12])[C:9]([CH:22]=[O:23])=[CH:8][C:4]=1[C:5]([OH:7])=[O:6])[CH3:2]. The catalyst class is: 7.